This data is from NCI-60 drug combinations with 297,098 pairs across 59 cell lines. The task is: Regression. Given two drug SMILES strings and cell line genomic features, predict the synergy score measuring deviation from expected non-interaction effect. (1) Drug 1: C1CCC(CC1)NC(=O)N(CCCl)N=O. Drug 2: C1C(C(OC1N2C=C(C(=O)NC2=O)F)CO)O. Cell line: SNB-75. Synergy scores: CSS=37.1, Synergy_ZIP=-13.5, Synergy_Bliss=-12.2, Synergy_Loewe=-30.8, Synergy_HSA=-7.59. (2) Drug 1: C1=C(C(=O)NC(=O)N1)N(CCCl)CCCl. Drug 2: CCC(=C(C1=CC=CC=C1)C2=CC=C(C=C2)OCCN(C)C)C3=CC=CC=C3.C(C(=O)O)C(CC(=O)O)(C(=O)O)O. Cell line: HCT-15. Synergy scores: CSS=32.9, Synergy_ZIP=-3.70, Synergy_Bliss=-1.23, Synergy_Loewe=-3.19, Synergy_HSA=-1.74. (3) Drug 1: CC1=CC=C(C=C1)C2=CC(=NN2C3=CC=C(C=C3)S(=O)(=O)N)C(F)(F)F. Drug 2: CC1=C(N=C(N=C1N)C(CC(=O)N)NCC(C(=O)N)N)C(=O)NC(C(C2=CN=CN2)OC3C(C(C(C(O3)CO)O)O)OC4C(C(C(C(O4)CO)O)OC(=O)N)O)C(=O)NC(C)C(C(C)C(=O)NC(C(C)O)C(=O)NCCC5=NC(=CS5)C6=NC(=CS6)C(=O)NCCC[S+](C)C)O. Cell line: NCI-H460. Synergy scores: CSS=32.6, Synergy_ZIP=0.215, Synergy_Bliss=0.0330, Synergy_Loewe=-22.7, Synergy_HSA=0.990. (4) Drug 1: C1=CN(C=N1)CC(O)(P(=O)(O)O)P(=O)(O)O. Drug 2: CN(C(=O)NC(C=O)C(C(C(CO)O)O)O)N=O. Cell line: OVCAR3. Synergy scores: CSS=1.13, Synergy_ZIP=1.44, Synergy_Bliss=3.64, Synergy_Loewe=-8.10, Synergy_HSA=0.212.